Dataset: Peptide-MHC class I binding affinity with 185,985 pairs from IEDB/IMGT. Task: Regression. Given a peptide amino acid sequence and an MHC pseudo amino acid sequence, predict their binding affinity value. This is MHC class I binding data. (1) The peptide sequence is SLYKGVYEL. The MHC is HLA-A02:03 with pseudo-sequence HLA-A02:03. The binding affinity (normalized) is 0.837. (2) The peptide sequence is IEAQQHLL. The MHC is HLA-B44:02 with pseudo-sequence HLA-B44:02. The binding affinity (normalized) is 0.485. (3) The binding affinity (normalized) is 0.0847. The MHC is HLA-B48:01 with pseudo-sequence HLA-B48:01. The peptide sequence is EVNAHIHTM. (4) The peptide sequence is ELPPGSAKRAL. The MHC is Mamu-A01 with pseudo-sequence Mamu-A01. The binding affinity (normalized) is 0. (5) The peptide sequence is GGHGGSTFK. The MHC is HLA-A80:01 with pseudo-sequence HLA-A80:01. The binding affinity (normalized) is 0.0847. (6) The peptide sequence is RSNDTELNY. The MHC is HLA-B15:01 with pseudo-sequence HLA-B15:01. The binding affinity (normalized) is 0.441.